This data is from Forward reaction prediction with 1.9M reactions from USPTO patents (1976-2016). The task is: Predict the product of the given reaction. (1) The product is: [Cl:1][C:2]1[CH:7]=[CH:6][C:5]([NH:8][C:9](=[O:14])[C:10]([F:13])([F:11])[F:12])=[C:4]([C:15]2[CH:20]=[C:19]([OH:21])[N:18]=[CH:17][N:16]=2)[CH:3]=1. Given the reactants [Cl:1][C:2]1[CH:7]=[CH:6][C:5]([NH:8][C:9](=[O:14])[C:10]([F:13])([F:12])[F:11])=[C:4]([C:15]2[CH:20]=[C:19]([O:21]C)[N:18]=[CH:17][N:16]=2)[CH:3]=1.Br, predict the reaction product. (2) Given the reactants CC1C=CC(S(OCC2CC3C(F)=CC=C(C4C=CC=CC=4)C=3O2)(=O)=O)=CC=1.[N-]=[N+]=[N-].[Na+].[N:33]([CH2:36][CH:37]1[CH2:41][C:40]2[C:42]([F:52])=[CH:43][CH:44]=[C:45]([C:46]3[CH:51]=[CH:50][CH:49]=[CH:48][CH:47]=3)[C:39]=2[O:38]1)=[N+]=[N-].[N-]=[N+]=[N-], predict the reaction product. The product is: [F:52][C:42]1[C:40]2[CH2:41][CH:37]([CH2:36][NH2:33])[O:38][C:39]=2[C:45]([C:46]2[CH:51]=[CH:50][CH:49]=[CH:48][CH:47]=2)=[CH:44][CH:43]=1. (3) Given the reactants [N+:1]([C:4]1[CH:5]=[C:6]([C:15]#[C:16][CH2:17][NH:18][C:19](=[O:25])[O:20][C:21]([CH3:24])([CH3:23])[CH3:22])[CH:7]=[C:8]([C:10]2[O:14][CH:13]=[N:12][CH:11]=2)[CH:9]=1)([O-])=O.NC1C=CC(CCCNC(=O)OC(C)(C)C)=C(C2OC=NC=2)C=1, predict the reaction product. The product is: [NH2:1][C:4]1[CH:5]=[C:6]([CH2:15][CH2:16][CH2:17][NH:18][C:19](=[O:25])[O:20][C:21]([CH3:23])([CH3:22])[CH3:24])[CH:7]=[C:8]([C:10]2[O:14][CH:13]=[N:12][CH:11]=2)[CH:9]=1. (4) Given the reactants [H-].[Na+].[Cl:3][C:4]1[CH:5]=[C:6]2[C:10](=[CH:11][CH:12]=1)[NH:9][C:8]([C:13]1[CH:18]=[CH:17][C:16]([Cl:19])=[CH:15][CH:14]=1)=[CH:7]2.I[CH3:21].[Cl-].[NH4+], predict the reaction product. The product is: [Cl:3][C:4]1[CH:5]=[C:6]2[C:10](=[CH:11][CH:12]=1)[N:9]([CH3:21])[C:8]([C:13]1[CH:18]=[CH:17][C:16]([Cl:19])=[CH:15][CH:14]=1)=[CH:7]2. (5) The product is: [Br:1][C:2]1[CH:7]=[C:6]([F:8])[CH:5]=[CH:4][C:3]=1[CH:9]1[N:10]=[C:11]([C:22]2[S:23][CH:24]=[N:25][N:26]=2)[NH:12][C:13]([CH2:20][N:27]2[CH2:32][CH2:31][O:30][CH2:29][CH:28]2[C:33]([OH:35])=[O:34])=[C:14]1[C:15]([O:17][CH2:18][CH3:19])=[O:16]. Given the reactants [Br:1][C:2]1[CH:7]=[C:6]([F:8])[CH:5]=[CH:4][C:3]=1[CH:9]1[C:14]([C:15]([O:17][CH2:18][CH3:19])=[O:16])=[C:13]([CH2:20]Br)[NH:12][C:11]([C:22]2[S:23][CH:24]=[N:25][N:26]=2)=[N:10]1.[NH:27]1[CH2:32][CH2:31][O:30][CH2:29][CH:28]1[C:33]([OH:35])=[O:34], predict the reaction product.